Dataset: Catalyst prediction with 721,799 reactions and 888 catalyst types from USPTO. Task: Predict which catalyst facilitates the given reaction. (1) Product: [CH2:28]([N:27]([CH2:30][CH3:31])[C:24]1[CH:25]=[CH:26][C:21](/[N:20]=[N:19]/[C:4]2[S:5][C:6]([CH:7]=[C:8]3[C:16](=[O:17])[C:15]4[C:10](=[CH:11][CH:12]=[CH:13][CH:14]=4)[C:9]3=[O:18])=[C:2]([N:36]3[CH2:37][CH2:38][N:33]([CH3:32])[CH2:34][CH2:35]3)[N:3]=2)=[CH:22][CH:23]=1)[CH3:29]. Reactant: Cl[C:2]1[N:3]=[C:4](/[N:19]=[N:20]/[C:21]2[CH:26]=[CH:25][C:24]([N:27]([CH2:30][CH3:31])[CH2:28][CH3:29])=[CH:23][CH:22]=2)[S:5][C:6]=1[CH:7]=[C:8]1[C:16](=[O:17])[C:15]2[C:10](=[CH:11][CH:12]=[CH:13][CH:14]=2)[C:9]1=[O:18].[CH3:32][N:33]1[CH2:38][CH2:37][NH:36][CH2:35][CH2:34]1. The catalyst class is: 7. (2) Reactant: [C:1]([C:5]1[CH:6]=[C:7]([NH:20][C:21]([NH:23][C@@H:24]2[C:33]3[C:28](=[CH:29][CH:30]=[CH:31][CH:32]=3)[C@H:27]([O:34][C:35]3[CH:36]=[CH:37][C:38]4[N:39]([C:41]([N:44]([CH:48]([CH3:50])[CH3:49])[CH:45]([CH3:47])[CH3:46])=[N:42][N:43]=4)[CH:40]=3)[CH2:26][CH2:25]2)=[O:22])[N:8]([C:10]2[CH:15]=[CH:14][CH:13]=[C:12]([O:16][CH2:17][CH2:18][OH:19])[CH:11]=2)[N:9]=1)([CH3:4])([CH3:3])[CH3:2].CCN(C(C)C)C(C)C.[CH3:60][S:61](Cl)(=[O:63])=[O:62]. Product: [C:1]([C:5]1[CH:6]=[C:7]([NH:20][C:21]([NH:23][C@@H:24]2[C:33]3[C:28](=[CH:29][CH:30]=[CH:31][CH:32]=3)[C@H:27]([O:34][C:35]3[CH:36]=[CH:37][C:38]4[N:39]([C:41]([N:44]([CH:45]([CH3:46])[CH3:47])[CH:48]([CH3:50])[CH3:49])=[N:42][N:43]=4)[CH:40]=3)[CH2:26][CH2:25]2)=[O:22])[N:8]([C:10]2[CH:11]=[C:12]([CH:13]=[CH:14][CH:15]=2)[O:16][CH2:17][CH2:18][O:19][S:61]([CH3:60])(=[O:63])=[O:62])[N:9]=1)([CH3:4])([CH3:2])[CH3:3]. The catalyst class is: 2. (3) Reactant: [Br:1][C:2]1[CH:10]=[CH:9][C:5]([C:6]([OH:8])=O)=[C:4]([O:11][C:12]2[CH:17]=[CH:16][CH:15]=[CH:14][CH:13]=2)[CH:3]=1.FC(F)(F)C(OC(=O)C(F)(F)F)=O.B(F)(F)F.CCOCC.[OH-].[Na+]. Product: [Br:1][C:2]1[CH:10]=[CH:9][C:5]2[C:6](=[O:8])[C:17]3[C:12]([O:11][C:4]=2[CH:3]=1)=[CH:13][CH:14]=[CH:15][CH:16]=3. The catalyst class is: 2.